This data is from NCI-60 drug combinations with 297,098 pairs across 59 cell lines. The task is: Regression. Given two drug SMILES strings and cell line genomic features, predict the synergy score measuring deviation from expected non-interaction effect. Drug 1: CCC1=C2CN3C(=CC4=C(C3=O)COC(=O)C4(CC)O)C2=NC5=C1C=C(C=C5)O. Drug 2: CN1C2=C(C=C(C=C2)N(CCCl)CCCl)N=C1CCCC(=O)O.Cl. Cell line: SK-OV-3. Synergy scores: CSS=24.2, Synergy_ZIP=-6.64, Synergy_Bliss=-3.41, Synergy_Loewe=-63.0, Synergy_HSA=-2.81.